This data is from Full USPTO retrosynthesis dataset with 1.9M reactions from patents (1976-2016). The task is: Predict the reactants needed to synthesize the given product. (1) Given the product [Br:17][C:15]1[CH:14]=[N:13][C:12]2[C:18](=[O:19])[N:9]3[CH2:8][CH2:7][CH2:6][CH2:5][CH2:4][C:3]3=[N:10][C:11]=2[CH:16]=1, predict the reactants needed to synthesize it. The reactants are: CO[C:3]1[CH2:4][CH2:5][CH2:6][CH2:7][CH2:8][N:9]=1.[NH2:10][C:11]1[C:12]([C:18](O)=[O:19])=[N:13][CH:14]=[C:15]([Br:17])[CH:16]=1. (2) The reactants are: [CH:1]1([CH2:4][S:5]([CH2:8][C@H:9]([NH:27][C:28]([N:30]2[CH2:35][CH2:34][O:33][CH2:32][CH2:31]2)=[O:29])[C:10](=[O:26])[NH:11][C@H:12]([CH:15]([OH:25])[C:16]2[N:20]=[C:19]([C:21]([F:24])([F:23])[F:22])[O:18][N:17]=2)[CH2:13][CH3:14])(=[O:7])=[O:6])[CH2:3][CH2:2]1.CC(OI1(OC(C)=O)(OC(C)=O)OC(=O)C2C=CC=CC1=2)=O. Given the product [CH:1]1([CH2:4][S:5]([CH2:8][C@H:9]([NH:27][C:28]([N:30]2[CH2:35][CH2:34][O:33][CH2:32][CH2:31]2)=[O:29])[C:10](=[O:26])[NH:11][C@H:12]([C:15]([C:16]2[N:20]=[C:19]([C:21]([F:24])([F:23])[F:22])[O:18][N:17]=2)=[O:25])[CH2:13][CH3:14])(=[O:6])=[O:7])[CH2:3][CH2:2]1, predict the reactants needed to synthesize it. (3) Given the product [Br:1][C:2]1[CH:9]=[CH:8][C:5]([CH:6]([OH:7])[C:18]([F:21])([F:20])[F:19])=[CH:4][C:3]=1[C:10]([F:11])([F:12])[F:13], predict the reactants needed to synthesize it. The reactants are: [Br:1][C:2]1[CH:9]=[CH:8][C:5]([CH:6]=[O:7])=[CH:4][C:3]=1[C:10]([F:13])([F:12])[F:11].[Si]([C:18]([F:21])([F:20])[F:19])(C)(C)C.[F-].[Cs+].Cl. (4) Given the product [Cl:23][C:6]1[C:5]2=[N:4][N:3]([CH2:16][CH2:17][CH3:18])[C:2]([CH3:1])=[C:14]2[C:13]2[CH:12]=[CH:11][CH:10]=[CH:9][C:8]=2[N:7]=1, predict the reactants needed to synthesize it. The reactants are: [CH3:1][C:2]1[N:3]([CH2:16][CH2:17][CH3:18])[N:4]=[C:5]2[C:14]=1[C:13]1[CH:12]=[CH:11][CH:10]=[CH:9][C:8]=1[N:7]=[C:6]2O.[OH-].[NH4+].P(Cl)(Cl)([Cl:23])=O. (5) Given the product [Br:9][C:10]1[CH:15]=[CH:14][C:13]([CH:16]([CH:19]([OH:26])[C:20]2[CH:25]=[CH:24][CH:23]=[CH:22][CH:21]=2)[C:17]#[N:18])=[CH:12][CH:11]=1, predict the reactants needed to synthesize it. The reactants are: [Li+].CC([N-]C(C)C)C.[Br:9][C:10]1[CH:15]=[CH:14][C:13]([CH2:16][C:17]#[N:18])=[CH:12][CH:11]=1.[CH:19](=[O:26])[C:20]1[CH:25]=[CH:24][CH:23]=[CH:22][CH:21]=1.